From a dataset of Forward reaction prediction with 1.9M reactions from USPTO patents (1976-2016). Predict the product of the given reaction. Given the reactants [F:1][C:2]([C:5]1[N:6]=[CH:7][NH:8][C:9](=O)[CH:10]=1)([CH3:4])[CH3:3].O=P(Cl)(Cl)[Cl:14], predict the reaction product. The product is: [Cl:14][C:9]1[CH:10]=[C:5]([C:2]([F:1])([CH3:4])[CH3:3])[N:6]=[CH:7][N:8]=1.